Dataset: hERG potassium channel inhibition data for cardiac toxicity prediction from Karim et al.. Task: Regression/Classification. Given a drug SMILES string, predict its toxicity properties. Task type varies by dataset: regression for continuous values (e.g., LD50, hERG inhibition percentage) or binary classification for toxic/non-toxic outcomes (e.g., AMES mutagenicity, cardiotoxicity, hepatotoxicity). Dataset: herg_karim. (1) The molecule is CC(Cn1ccnc1)NC(=O)NC1CCN(Cc2ccn(-c3ccc(C(F)(F)F)cc3)c2)CC1. The result is 0 (non-blocker). (2) The drug is CN(c1nccc(=O)[nH]1)C1CCN(c2nc3ccccc3n2Cc2ccc(F)cc2)CC1. The result is 1 (blocker).